Dataset: Catalyst prediction with 721,799 reactions and 888 catalyst types from USPTO. Task: Predict which catalyst facilitates the given reaction. Reactant: [CH2:1]([O:4][C:5]1[CH:10]=[C:9]([Cl:11])[C:8]([CH2:12][C:13]2[CH:18]=[CH:17][C:16]([O:19][CH2:20][CH3:21])=[CH:15][CH:14]=2)=[CH:7][C:6]=1[C:22]1(OC)[C@H:27]([OH:28])[C@@H:26]([OH:29])[C@H:25]([OH:30])[C@@H:24]([CH2:31][OH:32])[O:23]1)[CH:2]=[CH2:3].C([SiH](CC)CC)C.B(F)(F)F.CCOCC.C([O-])(O)=O.[Na+]. Product: [CH2:1]([O:4][C:5]1[CH:10]=[C:9]([Cl:11])[C:8]([CH2:12][C:13]2[CH:18]=[CH:17][C:16]([O:19][CH2:20][CH3:21])=[CH:15][CH:14]=2)=[CH:7][C:6]=1[CH:22]1[C@H:27]([OH:28])[C@@H:26]([OH:29])[C@H:25]([OH:30])[C@@H:24]([CH2:31][OH:32])[O:23]1)[CH:2]=[CH2:3]. The catalyst class is: 759.